Dataset: Experimentally validated miRNA-target interactions with 360,000+ pairs, plus equal number of negative samples. Task: Binary Classification. Given a miRNA mature sequence and a target amino acid sequence, predict their likelihood of interaction. (1) The miRNA is hsa-miR-185-5p with sequence UGGAGAGAAAGGCAGUUCCUGA. The protein sequence of the target gene is MITLITEQLQKQTLDELKCTRFSISLPLPDHADISNCGNSFQLVSEGASWRGLPHCSCAEFQDSLNFSYHPSGLSLHLRPPSRGNSPKEQPFSQVLRPEPPDPEKLPVPPAPPSKRHCRSLSVPVDLSRWQPVWRPAPSKLWTPIKHRGSGGGGGPQVPHQSPPKRVSSLRFLQAPSASSQCAPAHRPYSPPFFSLALAQDSSRPCAASPQSGSWESDAESLSPCPPQRRFSLSPSLGPQASRFLPSARSSPASSPELPWRPRGLRNLPRSRSQPCDLDARKTGVKRRHEEDPRRLRPSL.... Result: 1 (interaction). (2) The miRNA is hsa-miR-548bb-5p with sequence AAAAGUAACUAUGGUUUUUGCC. The protein sequence of the target gene is MAPRGCAGHPPPPSPQACVCPGKMLAMGALAGFWILCLLTYGYLSWGQALEEEEEGALLAQAGEKLEPSTTSTSQPHLIFILADDQGFRDVGYHGSEIKTPTLDKLAAEGVKLENYYVQPICTPSRSQFITGKYQIHTGLQHSIIRPTQPNCLPLDNATLPQKLKEVGYSTHMVGKWHLGFYRKECMPTRRGFDTFFGSLLGSGDYYTHYKCDSPGMCGYDLYENDNAAWDYDNGIYSTQMYTQRVQQILASHNPTKPIFLYIAYQAVHSPLQAPGRYFEHYRSIININRRRYAAMLSCL.... Result: 0 (no interaction).